From a dataset of Full USPTO retrosynthesis dataset with 1.9M reactions from patents (1976-2016). Predict the reactants needed to synthesize the given product. (1) Given the product [F:28][C:4]([F:3])([F:27])[C:5]1[CH:6]=[CH:7][C:8]([C:11]2[CH:12]=[C:13]([C@H:17]3[CH2:21][C:20]4([CH2:22][CH2:23][N:24]([C:35]([O:37][C:38]5[CH:39]=[CH:40][C:41]([N+:44]([O-:46])=[O:45])=[CH:42][CH:43]=5)=[O:36])[CH2:25][CH2:26]4)[O:19][CH2:18]3)[CH:14]=[CH:15][CH:16]=2)=[N:9][CH:10]=1, predict the reactants needed to synthesize it. The reactants are: Cl.Cl.[F:3][C:4]([F:28])([F:27])[C:5]1[CH:6]=[CH:7][C:8]([C:11]2[CH:12]=[C:13]([C@H:17]3[CH2:21][C:20]4([CH2:26][CH2:25][NH:24][CH2:23][CH2:22]4)[O:19][CH2:18]3)[CH:14]=[CH:15][CH:16]=2)=[N:9][CH:10]=1.C(=O)(O)[O-].[Na+].Cl[C:35]([O:37][C:38]1[CH:43]=[CH:42][C:41]([N+:44]([O-:46])=[O:45])=[CH:40][CH:39]=1)=[O:36]. (2) Given the product [O:1]=[C:2]1[C:15]2[CH:14]=[CH:13][C:12]([C:16]([Cl:21])=[O:18])=[CH:11][C:10]=2[O:9][C:8]2[C:3]1=[CH:4][CH:5]=[CH:6][CH:7]=2, predict the reactants needed to synthesize it. The reactants are: [O:1]=[C:2]1[C:15]2[CH:14]=[CH:13][C:12]([C:16]([OH:18])=O)=[CH:11][C:10]=2[O:9][C:8]2[C:3]1=[CH:4][CH:5]=[CH:6][CH:7]=2.S(Cl)([Cl:21])=O. (3) Given the product [F:18][C:10]1[CH:11]=[C:12]([CH:15]=[C:16]([F:17])[C:9]=1[OH:8])[C:13]([O:25][CH3:24])=[O:26], predict the reactants needed to synthesize it. The reactants are: C([O:8][C:9]1[C:16]([F:17])=[CH:15][C:12]([C:13]#N)=[CH:11][C:10]=1[F:18])C1C=CC=CC=1.S(=O)(=O)(O)O.[CH3:24][OH:25].[OH2:26]. (4) Given the product [Br:1][C:2]1[CH:11]=[CH:10][C:5]2[O:6][CH2:7][CH2:8][N:9]([S:25]([C:22]3[CH:23]=[CH:24][C:19]([F:18])=[CH:20][CH:21]=3)(=[O:27])=[O:26])[C:4]=2[CH:3]=1, predict the reactants needed to synthesize it. The reactants are: [Br:1][C:2]1[CH:11]=[CH:10][C:5]2[O:6][CH2:7][CH2:8][NH:9][C:4]=2[CH:3]=1.N1C=CC=CC=1.[F:18][C:19]1[CH:24]=[CH:23][C:22]([S:25](Cl)(=[O:27])=[O:26])=[CH:21][CH:20]=1. (5) Given the product [NH2:18][C:17]1[C:12]2[C:11]([C:19]3[CH:20]=[CH:21][C:22]([CH3:25])=[CH:23][CH:24]=3)=[CH:10][N:9]([CH:6]3[CH2:7][O:8][CH:4]([CH2:3][OH:2])[CH2:5]3)[C:13]=2[N:14]=[CH:15][N:16]=1, predict the reactants needed to synthesize it. The reactants are: C[O:2][CH:3](OC)[CH:4]1[O:8][CH2:7][CH:6]([N:9]2[C:13]3[N:14]=[CH:15][N:16]=[C:17]([NH2:18])[C:12]=3[C:11]([C:19]3[CH:24]=[CH:23][C:22]([CH3:25])=[CH:21][CH:20]=3)=[CH:10]2)[CH2:5]1.C(O)(C(F)(F)F)=O.O.[OH-].[Na+].[BH4-].[Na+].